Dataset: Forward reaction prediction with 1.9M reactions from USPTO patents (1976-2016). Task: Predict the product of the given reaction. (1) Given the reactants [Cl-].[CH3:2][O:3][C:4]([C@@H:6]1[CH2:10][C@@H:9]([O:11][C:12]2[C:21]3[C:16](=[CH:17][CH:18]=[C:19]([CH:22]=[CH2:23])[CH:20]=3)[CH:15]=[CH:14][N:13]=2)[CH2:8][NH2+:7]1)=[O:5].[NH:24]([C:32]([O:34][C:35]([CH3:38])([CH3:37])[CH3:36])=[O:33])[C@H:25]([C:29](O)=[O:30])[CH:26]([CH3:28])[CH3:27].CCN(C(C)C)C(C)C.CN(C(ON1N=NC2C=CC=CC1=2)=[N+](C)C)C.[B-](F)(F)(F)F, predict the reaction product. The product is: [C:35]([O:34][C:32]([NH:24][C@H:25]([C:29]([N:7]1[CH2:8][C@H:9]([O:11][C:12]2[C:21]3[C:16](=[CH:17][CH:18]=[C:19]([CH:22]=[CH2:23])[CH:20]=3)[CH:15]=[CH:14][N:13]=2)[CH2:10][C@H:6]1[C:4]([O:3][CH3:2])=[O:5])=[O:30])[CH:26]([CH3:27])[CH3:28])=[O:33])([CH3:37])([CH3:38])[CH3:36]. (2) Given the reactants [F:1][C:2]1[CH:7]=[C:6]([CH3:8])[C:5]([OH:9])=[C:4]([C:10]2[CH:14]=[CH:13][O:12][CH:11]=2)[CH:3]=1, predict the reaction product. The product is: [F:1][C:2]1[CH:3]=[C:4]([CH:10]2[CH2:14][CH2:13][O:12][CH2:11]2)[C:5]([OH:9])=[C:6]([CH3:8])[CH:7]=1. (3) Given the reactants C(O)(C(F)(F)F)=O.[Br:8][C:9]1[CH:14]=[CH:13][C:12]([C:15](O)([CH3:17])[CH3:16])=[CH:11][CH:10]=1.[N-:19]=[N+:20]=[N-:21].[Na+], predict the reaction product. The product is: [N:19]([C:15]([C:12]1[CH:13]=[CH:14][C:9]([Br:8])=[CH:10][CH:11]=1)([CH3:17])[CH3:16])=[N+:20]=[N-:21]. (4) Given the reactants [Br:1][C:2]1[CH:3]=[CH:4][C:5]([C:8]([OH:10])=O)=[N:6][CH:7]=1.Cl.[CH3:12][NH:13][CH3:14].C(N(CC)CC)C.CN(C(ON1N=NC2C=CC=NC1=2)=[N+](C)C)C.F[P-](F)(F)(F)(F)F, predict the reaction product. The product is: [CH3:12][N:13]([CH3:14])[C:8]([C:5]1[CH:4]=[CH:3][C:2]([Br:1])=[CH:7][N:6]=1)=[O:10]. (5) Given the reactants [CH3:1][O:2][C:3](=[O:12])[C:4]1[CH:9]=[C:8]([OH:10])[CH:7]=[C:6](Br)[CH:5]=1.B(O)(O)[C:14]1[CH:15]=[CH:16][C:17]([CH3:20])=[CH:18][CH:19]=1.C(=O)([O-])[O-].[Cs+].[Cs+], predict the reaction product. The product is: [OH:10][C:8]1[CH:9]=[C:4]([C:3]([O:2][CH3:1])=[O:12])[CH:5]=[C:6]([C:14]2[CH:19]=[CH:18][C:17]([CH3:20])=[CH:16][CH:15]=2)[CH:7]=1.